This data is from Full USPTO retrosynthesis dataset with 1.9M reactions from patents (1976-2016). The task is: Predict the reactants needed to synthesize the given product. (1) Given the product [CH2:15]1[C:23]2[C:18](=[CH:19][CH:20]=[CH:21][CH:22]=2)[CH2:17][N:16]1[C:2]([NH:1][C:4]1[CH:14]=[CH:13][C:7]([C:8]([O:10][CH2:11][CH3:12])=[O:9])=[CH:6][CH:5]=1)=[O:3], predict the reactants needed to synthesize it. The reactants are: [N:1]([C:4]1[CH:14]=[CH:13][C:7]([C:8]([O:10][CH2:11][CH3:12])=[O:9])=[CH:6][CH:5]=1)=[C:2]=[O:3].[CH:15]1[NH:16][CH:17]=[C:18]2[C:23]=1[CH:22]=[CH:21][CH:20]=[CH:19]2. (2) Given the product [CH3:27][O:26][C:21]1[CH:22]=[CH:23][CH:24]=[CH:25][C:20]=1[CH2:19][O:18][CH2:17][CH2:16][CH2:15][O:14][C:11]1[CH:12]=[CH:13][C:8]([CH:7]2[CH2:6][CH2:5][N:4]([C:28]([O:30][C:31]([CH3:34])([CH3:33])[CH3:32])=[O:29])[CH2:3][CH:2]2[O:1][CH2:36][C:37]2[C:45]3[N:44]=[C:43]([CH2:46][CH2:47][CH2:48][O:49][CH3:50])[N:42]([CH2:51][O:52][CH2:53][CH2:54][Si:55]([CH3:58])([CH3:57])[CH3:56])[C:41]=3[CH:40]=[CH:39][CH:38]=2)=[CH:9][CH:10]=1, predict the reactants needed to synthesize it. The reactants are: [OH:1][CH:2]1[CH:7]([C:8]2[CH:13]=[CH:12][C:11]([O:14][CH2:15][CH2:16][CH2:17][O:18][CH2:19][C:20]3[CH:25]=[CH:24][CH:23]=[CH:22][C:21]=3[O:26][CH3:27])=[CH:10][CH:9]=2)[CH2:6][CH2:5][N:4]([C:28]([O:30][C:31]([CH3:34])([CH3:33])[CH3:32])=[O:29])[CH2:3]1.Cl[CH2:36][C:37]1[C:45]2[N:44]=[C:43]([CH2:46][CH2:47][CH2:48][O:49][CH3:50])[N:42]([CH2:51][O:52][CH2:53][CH2:54][Si:55]([CH3:58])([CH3:57])[CH3:56])[C:41]=2[CH:40]=[CH:39][CH:38]=1.